From a dataset of NCI-60 drug combinations with 297,098 pairs across 59 cell lines. Regression. Given two drug SMILES strings and cell line genomic features, predict the synergy score measuring deviation from expected non-interaction effect. (1) Drug 1: CC(C1=C(C=CC(=C1Cl)F)Cl)OC2=C(N=CC(=C2)C3=CN(N=C3)C4CCNCC4)N. Drug 2: C1=C(C(=O)NC(=O)N1)F. Cell line: SK-MEL-28. Synergy scores: CSS=26.3, Synergy_ZIP=2.74, Synergy_Bliss=4.02, Synergy_Loewe=0.719, Synergy_HSA=1.32. (2) Drug 1: C1CC(=O)NC(=O)C1N2CC3=C(C2=O)C=CC=C3N. Drug 2: CC(C)(C#N)C1=CC(=CC(=C1)CN2C=NC=N2)C(C)(C)C#N. Cell line: NCI-H522. Synergy scores: CSS=1.74, Synergy_ZIP=-3.20, Synergy_Bliss=-7.69, Synergy_Loewe=-5.48, Synergy_HSA=-5.52. (3) Drug 1: C1C(C(OC1N2C=NC3=C(N=C(N=C32)Cl)N)CO)O. Drug 2: C(CCl)NC(=O)N(CCCl)N=O. Cell line: MDA-MB-435. Synergy scores: CSS=25.3, Synergy_ZIP=-5.67, Synergy_Bliss=1.07, Synergy_Loewe=-35.3, Synergy_HSA=1.97. (4) Synergy scores: CSS=26.1, Synergy_ZIP=-4.80, Synergy_Bliss=-0.0314, Synergy_Loewe=0.467, Synergy_HSA=1.63. Cell line: RXF 393. Drug 1: CC1=C2C(C(=O)C3(C(CC4C(C3C(C(C2(C)C)(CC1OC(=O)C(C(C5=CC=CC=C5)NC(=O)C6=CC=CC=C6)O)O)OC(=O)C7=CC=CC=C7)(CO4)OC(=O)C)O)C)OC(=O)C. Drug 2: CC1=C(C(=CC=C1)Cl)NC(=O)C2=CN=C(S2)NC3=CC(=NC(=N3)C)N4CCN(CC4)CCO. (5) Drug 1: C1CN1P(=S)(N2CC2)N3CC3. Drug 2: CC1=C(C=C(C=C1)C(=O)NC2=CC(=CC(=C2)C(F)(F)F)N3C=C(N=C3)C)NC4=NC=CC(=N4)C5=CN=CC=C5. Cell line: A549. Synergy scores: CSS=9.63, Synergy_ZIP=-4.70, Synergy_Bliss=1.32, Synergy_Loewe=-4.95, Synergy_HSA=-0.857. (6) Drug 1: C1CCN(CC1)CCOC2=CC=C(C=C2)C(=O)C3=C(SC4=C3C=CC(=C4)O)C5=CC=C(C=C5)O. Drug 2: CCCCC(=O)OCC(=O)C1(CC(C2=C(C1)C(=C3C(=C2O)C(=O)C4=C(C3=O)C=CC=C4OC)O)OC5CC(C(C(O5)C)O)NC(=O)C(F)(F)F)O. Cell line: HCT116. Synergy scores: CSS=5.53, Synergy_ZIP=1.39, Synergy_Bliss=4.36, Synergy_Loewe=3.91, Synergy_HSA=0.291. (7) Drug 1: CN1CCC(CC1)COC2=C(C=C3C(=C2)N=CN=C3NC4=C(C=C(C=C4)Br)F)OC. Drug 2: CN(CCCl)CCCl.Cl. Cell line: HT29. Synergy scores: CSS=23.3, Synergy_ZIP=-4.49, Synergy_Bliss=1.04, Synergy_Loewe=-4.32, Synergy_HSA=-3.74.